Dataset: Forward reaction prediction with 1.9M reactions from USPTO patents (1976-2016). Task: Predict the product of the given reaction. (1) Given the reactants Cl[C:2]1C(F)=CC=C(Cl)[C:3]=1C(OC1C(N)=NC=C(B2OC(C)(C)C(C)(C)O2)C=1)C.[NH2:29][C:30]1[N:35]=[CH:34][C:33]([C:36]2[CH:37]=[N:38][N:39]([CH2:41][CH:42]3[CH2:44][CH:43]3[C:45](N(C)C)=[O:46])[CH:40]=2)=[CH:32][C:31]=1[O:50][CH:51]([C:53]1[C:58]([Cl:59])=[CH:57][CH:56]=[C:55]([F:60])[C:54]=1[Cl:61])[CH3:52], predict the reaction product. The product is: [Cl:61][C:54]1[C:55]([F:60])=[CH:56][CH:57]=[C:58]([Cl:59])[C:53]=1[CH:51]([O:50][C:31]1[C:30]([NH2:29])=[N:35][CH:34]=[C:33]([C:36]2[CH:37]=[N:38][N:39]([CH2:41][CH:42]3[CH2:43][CH:45]4[O:46][CH:44]3[CH2:2][CH2:3]4)[CH:40]=2)[CH:32]=1)[CH3:52]. (2) The product is: [C:7]([Si:11]([C:17]1[CH:22]=[CH:21][CH:20]=[CH:19][CH:18]=1)([C:23]1[CH:28]=[CH:27][CH:26]=[CH:25][CH:24]=1)[O:12][CH2:13][CH2:14][C:15]([NH2:1])=[NH:16])([CH3:10])([CH3:8])[CH3:9]. Given the reactants [NH4+:1].[Cl-].C[Al](C)C.[C:7]([Si:11]([C:23]1[CH:28]=[CH:27][CH:26]=[CH:25][CH:24]=1)([C:17]1[CH:22]=[CH:21][CH:20]=[CH:19][CH:18]=1)[O:12][CH2:13][CH2:14][C:15]#[N:16])([CH3:10])([CH3:9])[CH3:8], predict the reaction product.